This data is from Reaction yield outcomes from USPTO patents with 853,638 reactions. The task is: Predict the reaction yield, written as a fraction of the theoretical maximum amount of product (1.0 means a 100% yield; for example, 0.34 means a 34% yield). (1) The reactants are [C:1]([O:5][C:6](=[O:51])[NH:7][C@H:8]([C:45]1[CH:50]=[CH:49][CH:48]=[CH:47][CH:46]=1)[CH2:9][N:10]1[C:15](=[O:16])[C:14]([N:17]2[CH2:22][CH2:21][N:20]([CH2:23][C:24]3[CH:29]=[CH:28][CH:27]=[C:26]([C:30]#[N:31])[CH:25]=3)[CH2:19][CH2:18]2)=[CH:13][N:12]([CH2:32][C:33]2[C:38]([C:39]([F:42])([F:41])[F:40])=[CH:37][CH:36]=[CH:35][C:34]=2[F:43])[C:11]1=[O:44])([CH3:4])([CH3:3])[CH3:2].[N:52]([Sn](CCCC)(CCCC)CCCC)=[N+:53]=[N-:54]. The catalyst is C1(C)C=CC=CC=1.ClCCl. The product is [C:1]([O:5][C:6](=[O:51])[NH:7][C@H:8]([C:45]1[CH:46]=[CH:47][CH:48]=[CH:49][CH:50]=1)[CH2:9][N:10]1[C:15](=[O:16])[C:14]([N:17]2[CH2:22][CH2:21][N:20]([CH2:23][C:24]3[CH:29]=[CH:28][CH:27]=[C:26]([C:30]4[NH:54][N:53]=[N:52][N:31]=4)[CH:25]=3)[CH2:19][CH2:18]2)=[CH:13][N:12]([CH2:32][C:33]2[C:38]([C:39]([F:40])([F:41])[F:42])=[CH:37][CH:36]=[CH:35][C:34]=2[F:43])[C:11]1=[O:44])([CH3:4])([CH3:2])[CH3:3]. The yield is 0.540. (2) The catalyst is [N+](CCCC)(CCCC)(CCCC)CCCC.[Cl-].CN(C=O)C.CC([O-])=O.CC([O-])=O.[Pd+2]. The product is [CH2:18]([O:11][C:10](=[O:12])[CH2:9][CH2:8][C:6]1[CH:7]=[C:2]([CH3:1])[CH:3]=[CH:4][C:5]=1[N:13]1[CH:17]=[N:16][N:15]=[N:14]1)[CH3:19]. The reactants are [CH3:1][C:2]1[CH:3]=[CH:4][C:5]([N:13]2[CH:17]=[N:16][N:15]=[N:14]2)=[C:6]([CH2:8][CH2:9][C:10]([OH:12])=[O:11])[CH:7]=1.[CH2:18](OC(OCC)C=C)[CH3:19].N(CCCC)(CCCC)CCCC. The yield is 0.668. (3) The reactants are Cl.[N:2]1([CH2:7][C:8]([OH:10])=O)[CH2:6][CH2:5][CH2:4][CH2:3]1.[NH2:11][C@@H:12]([CH2:30][O:31][CH2:32][C:33]1[CH:38]=[CH:37][CH:36]=[CH:35][CH:34]=1)[C:13]([NH:15][C:16]1[CH:21]=[CH:20][C:19]([O:22][C:23]2[CH:28]=[CH:27][C:26]([F:29])=[CH:25][CH:24]=2)=[CH:18][CH:17]=1)=[O:14]. No catalyst specified. The product is [CH2:32]([O:31][CH2:30][C@H:12]([NH:11][C:8](=[O:10])[CH2:7][N:2]1[CH2:3][CH2:4][CH2:5][CH2:6]1)[C:13]([NH:15][C:16]1[CH:21]=[CH:20][C:19]([O:22][C:23]2[CH:28]=[CH:27][C:26]([F:29])=[CH:25][CH:24]=2)=[CH:18][CH:17]=1)=[O:14])[C:33]1[CH:38]=[CH:37][CH:36]=[CH:35][CH:34]=1. The yield is 0.748. (4) The reactants are [C:1]([C:5]1[CH:9]=[C:8]([NH2:10])[N:7]([CH2:11][C@H:12]2[CH2:16][CH2:15][CH2:14][O:13]2)[N:6]=1)([CH3:4])([CH3:3])[CH3:2].C(N(CC)CC)C.[F:24][C:25]1[CH:33]=[CH:32][C:31]([C:34]([F:37])([F:36])[F:35])=[CH:30][C:26]=1[C:27](Cl)=[O:28]. The catalyst is C1COCC1. The product is [C:1]([C:5]1[CH:9]=[C:8]([NH:10][C:27](=[O:28])[C:26]2[CH:30]=[C:31]([C:34]([F:35])([F:36])[F:37])[CH:32]=[CH:33][C:25]=2[F:24])[N:7]([CH2:11][C@H:12]2[CH2:16][CH2:15][CH2:14][O:13]2)[N:6]=1)([CH3:4])([CH3:2])[CH3:3]. The yield is 0.760. (5) The reactants are [CH2:1]([O:8][C:9]1[CH:10]=[C:11]([CH:14]=[CH:15][N:16]=1)[CH:12]=O)[C:2]1[CH:7]=[CH:6][CH:5]=[CH:4][CH:3]=1.Cl.[CH:18]1([NH:21][C:22]([NH2:24])=[NH:23])[CH2:20][CH2:19]1.[C:25]([CH2:27][C:28](OCC)=[O:29])#[N:26].C(=O)([O-])[O-].[K+].[K+]. The catalyst is CCO. The product is [CH2:1]([O:8][C:9]1[CH:10]=[C:11]([C:12]2[C:27]([C:25]#[N:26])=[C:28]([OH:29])[N:24]=[C:22]([NH:21][CH:18]3[CH2:20][CH2:19]3)[N:23]=2)[CH:14]=[CH:15][N:16]=1)[C:2]1[CH:7]=[CH:6][CH:5]=[CH:4][CH:3]=1. The yield is 0.640.